The task is: Regression. Given two drug SMILES strings and cell line genomic features, predict the synergy score measuring deviation from expected non-interaction effect.. This data is from NCI-60 drug combinations with 297,098 pairs across 59 cell lines. (1) Drug 1: COC1=C(C=C2C(=C1)N=CN=C2NC3=CC(=C(C=C3)F)Cl)OCCCN4CCOCC4. Drug 2: CC1=C2C(C(=O)C3(C(CC4C(C3C(C(C2(C)C)(CC1OC(=O)C(C(C5=CC=CC=C5)NC(=O)OC(C)(C)C)O)O)OC(=O)C6=CC=CC=C6)(CO4)OC(=O)C)O)C)O. Cell line: U251. Synergy scores: CSS=62.6, Synergy_ZIP=6.78, Synergy_Bliss=6.23, Synergy_Loewe=4.27, Synergy_HSA=10.2. (2) Drug 1: CCC1(CC2CC(C3=C(CCN(C2)C1)C4=CC=CC=C4N3)(C5=C(C=C6C(=C5)C78CCN9C7C(C=CC9)(C(C(C8N6C=O)(C(=O)OC)O)OC(=O)C)CC)OC)C(=O)OC)O.OS(=O)(=O)O. Drug 2: CCCCC(=O)OCC(=O)C1(CC(C2=C(C1)C(=C3C(=C2O)C(=O)C4=C(C3=O)C=CC=C4OC)O)OC5CC(C(C(O5)C)O)NC(=O)C(F)(F)F)O. Cell line: MOLT-4. Synergy scores: CSS=69.6, Synergy_ZIP=-4.54, Synergy_Bliss=-9.66, Synergy_Loewe=-12.5, Synergy_HSA=-10.5. (3) Drug 1: CC1=CC=C(C=C1)C2=CC(=NN2C3=CC=C(C=C3)S(=O)(=O)N)C(F)(F)F. Drug 2: C1=CC=C(C(=C1)C(C2=CC=C(C=C2)Cl)C(Cl)Cl)Cl. Cell line: HCT-15. Synergy scores: CSS=-3.83, Synergy_ZIP=3.27, Synergy_Bliss=3.74, Synergy_Loewe=-2.55, Synergy_HSA=-2.67. (4) Drug 1: CC12CCC(CC1=CCC3C2CCC4(C3CC=C4C5=CN=CC=C5)C)O. Drug 2: CC1=C(C=C(C=C1)NC(=O)C2=CC=C(C=C2)CN3CCN(CC3)C)NC4=NC=CC(=N4)C5=CN=CC=C5. Cell line: SN12C. Synergy scores: CSS=1.37, Synergy_ZIP=3.38, Synergy_Bliss=7.09, Synergy_Loewe=0.251, Synergy_HSA=0.597.